Task: Regression. Given a peptide amino acid sequence and an MHC pseudo amino acid sequence, predict their binding affinity value. This is MHC class I binding data.. Dataset: Peptide-MHC class I binding affinity with 185,985 pairs from IEDB/IMGT (1) The peptide sequence is NPQAQGSV. The MHC is HLA-B54:01 with pseudo-sequence HLA-B54:01. The binding affinity (normalized) is 0.140. (2) The peptide sequence is QTWKPDDVL. The MHC is HLA-B15:17 with pseudo-sequence HLA-B15:17. The binding affinity (normalized) is 0.391.